This data is from Drug-target binding data from BindingDB using IC50 measurements. The task is: Regression. Given a target protein amino acid sequence and a drug SMILES string, predict the binding affinity score between them. We predict pIC50 (pIC50 = -log10(IC50 in M); higher means more potent). Dataset: bindingdb_ic50. The drug is CC(=O)O[C@]1(C(C)=O)CC[C@H]2[C@@H]3C[C@H](C)C4=CC(=O)CC[C@]4(C)[C@H]3CC[C@@]21C. The target protein (Q63449) has sequence MTELQAKDPRTLHTSGAAPSPTHVGSPLLARLDPDPFQGSQHSDASSVVSPIPISLDRLLFSRSCQAQELPDEKTQNQQSLSDVEGAFSGVEASRRRSRNPRAPEKDSRLLDSVLDTLLAPSGPEQSQTSPPACEAITSWCLFGPELPEDPRSVPATKGLLSPLMSRPESKAGDSSGTGAGQKVLPKAVSPPRQLLLPTSGSAHWPGAGVKPSQQPATVEVEEDGGLETEGSAGPLLKSKPRALEGMCSGGGVTANAPGAAPGGVTLVPKEDSRFSAPRVSLEQDAPVAPGRSPLATTVVDFIHVPILPLNHALLAARTRQLLEGDSYDGGAAAQVPFAPPRGSPSAPSPPVPCGDFPDCTYPPEGDPKEDGFPVYGEFQPPGLKIKEEEEGTEAASRSPRPYLLAGASAATFPDFPLPPRPPRAPPSRPGEAAVAAPSAAVSPVSSSGSALECILYKAEGAPPTQGSFAPLPCKPPAASSCLLPRDSLPAAPTSSAAPA.... The pIC50 is 9.9.